This data is from Full USPTO retrosynthesis dataset with 1.9M reactions from patents (1976-2016). The task is: Predict the reactants needed to synthesize the given product. The reactants are: Br[C:2]1[CH:7]=[C:6]([C:8]2[N:12]3[CH:13]=[CH:14][CH:15]=[CH:16][C:11]3=[N:10][C:9]=2[C:17]2[CH:22]=[CH:21][CH:20]=[CH:19][N:18]=2)[CH:5]=[CH:4][N:3]=1.[CH:23]([C:25]1[CH:30]=[CH:29][C:28](B(O)O)=[CH:27][CH:26]=1)=[O:24]. Given the product [CH:23]([C:25]1[CH:30]=[CH:29][C:28]([C:2]2[CH:7]=[C:6]([C:8]3[N:12]4[CH:13]=[CH:14][CH:15]=[CH:16][C:11]4=[N:10][C:9]=3[C:17]3[CH:22]=[CH:21][CH:20]=[CH:19][N:18]=3)[CH:5]=[CH:4][N:3]=2)=[CH:27][CH:26]=1)=[O:24], predict the reactants needed to synthesize it.